Dataset: Retrosynthesis with 50K atom-mapped reactions and 10 reaction types from USPTO. Task: Predict the reactants needed to synthesize the given product. (1) Given the product CCCC(NC(=O)C(O)C(C)C)C(=O)Nc1cn(C(C)(C)CC(=O)OC)cn1, predict the reactants needed to synthesize it. The reactants are: CC(C)[C@H](O)C(=O)O.CCCC(N)C(=O)Nc1cn(C(C)(C)CC(=O)OC)cn1. (2) Given the product COc1ccc2ncc(C(=O)OC[C@H]3CC[C@H](NCc4ccc5c(c4)OCCO5)CC3)cc2c1, predict the reactants needed to synthesize it. The reactants are: COc1ccc2ncc(C(=O)OC[C@H]3CC[C@H](N)CC3)cc2c1.O=Cc1ccc2c(c1)OCCO2.